This data is from Forward reaction prediction with 1.9M reactions from USPTO patents (1976-2016). The task is: Predict the product of the given reaction. (1) Given the reactants [N+:1]([C:4]1[C:13]2[C:8](=[CH:9][CH:10]=[CH:11][CH:12]=2)[C:7]([OH:14])=[CH:6][CH:5]=1)([O-:3])=[O:2].C1C=CC(P(C2C=CC=CC=2)C2C=CC=CC=2)=CC=1.[NH2:34][C:35]1[CH:36]=[N:37][CH:38]=[CH:39][C:40]=1[CH2:41][CH2:42]O.CC(OC(/N=N/C(OC(C)C)=O)=O)C, predict the reaction product. The product is: [N+:1]([C:4]1[C:13]2[C:8](=[CH:9][CH:10]=[CH:11][CH:12]=2)[C:7]([O:14][CH2:42][CH2:41][C:40]2[CH:39]=[CH:38][N:37]=[CH:36][C:35]=2[NH2:34])=[CH:6][CH:5]=1)([O-:3])=[O:2]. (2) The product is: [CH3:8][C:7]1([CH3:19])[C:9]2[C:14](=[CH:13][C:12]([C:15]([F:18])([F:17])[F:16])=[CH:11][CH:10]=2)[C:4](=[O:3])[NH:5][CH2:6]1. Given the reactants C([O:3][C:4](=O)[NH:5][CH2:6][C:7]([CH3:19])([C:9]1[CH:14]=[CH:13][C:12]([C:15]([F:18])([F:17])[F:16])=[CH:11][CH:10]=1)[CH3:8])C.O=P12OP3(OP(OP(O3)(O1)=O)(=O)O2)=O, predict the reaction product.